From a dataset of Full USPTO retrosynthesis dataset with 1.9M reactions from patents (1976-2016). Predict the reactants needed to synthesize the given product. (1) Given the product [NH2:1][C:2]1[CH:10]=[CH:9][CH:8]=[C:7]2[C:3]=1[C:4](=[O:12])[O:5][C:6]2=[CH:18][C:16]([O:15][CH2:13][CH3:14])=[O:17], predict the reactants needed to synthesize it. The reactants are: [NH2:1][C:2]1[CH:10]=[CH:9][CH:8]=[C:7]2[C:3]=1[C:4](=[O:12])[O:5][C:6]2=O.[CH2:13]([O:15][C:16]([CH:18]=P(C1C=CC=CC=1)(C1C=CC=CC=1)C1C=CC=CC=1)=[O:17])[CH3:14]. (2) Given the product [C:1]([O:4][C:5]1[CH:10]=[CH:9][C:8]([CH:14]=[CH:13][CH2:12][O:15][CH:16]2[CH2:21][CH2:20][O:19][CH2:18][CH2:17]2)=[CH:7][CH:6]=1)(=[O:3])[CH3:2], predict the reactants needed to synthesize it. The reactants are: [C:1]([O:4][C:5]1[CH:10]=[CH:9][C:8](I)=[CH:7][CH:6]=1)(=[O:3])[CH3:2].[CH2:12]([O:15][CH:16]1[CH2:21][CH2:20][O:19][CH2:18][CH2:17]1)[CH:13]=[CH2:14].C1(P(C2C=CC=CC=2)C2C=CC=CC=2)C=CC=CC=1. (3) Given the product [OH:1][CH:2]([CH3:10])[C@H:3]([CH3:9])[C@@H:4]([C:6]([OH:8])=[O:7])[NH2:5].[CH2:45]([N:11]([CH2:12][C:17]([OH:19])=[O:18])[CH2:26][C:27]([OH:29])=[O:28])[CH2:46][N:47]([CH2:32][C:31]([OH:37])=[O:30])[CH2:48][C:49]([OH:50])=[O:1], predict the reactants needed to synthesize it. The reactants are: [OH:1][CH:2]([CH3:10])[C@H:3]([CH3:9])[C@@H:4]([C:6]([OH:8])=[O:7])[NH2:5].[NH2:11][C@H:12]([C:17]([OH:19])=[O:18])[C@H](CC)C.O=[C:26](C[CH2:26][C:27]([OH:29])=[O:28])[C:27]([OH:29])=[O:28].[O:30]=[C:31]1[O:37][C@H]([C@H](CO)O)C(O)=[C:32]1O.C1[N:47]([CH2:48][CH2:49][OH:50])[CH2:46][CH2:45]N(CCS(O)(=O)=O)C1. (4) Given the product [CH3:33][N:2]([CH3:1])[C:3]1[CH:8]=[C:7]([NH:9][C:10]2[CH:11]=[CH:12][C:13]([CH3:16])=[CH:14][CH:15]=2)[N:6]=[C:5]([N:17]2[CH2:18][CH2:19][N:20]([C:23]3[C:28]([C:29]([F:31])([F:32])[F:30])=[CH:27][CH:26]=[CH:25][N+:24]=3[O-:42])[CH2:21][CH2:22]2)[N:4]=1, predict the reactants needed to synthesize it. The reactants are: [CH3:1][N:2]([CH3:33])[C:3]1[CH:8]=[C:7]([NH:9][C:10]2[CH:15]=[CH:14][C:13]([CH3:16])=[CH:12][CH:11]=2)[N:6]=[C:5]([N:17]2[CH2:22][CH2:21][N:20]([C:23]3[C:28]([C:29]([F:32])([F:31])[F:30])=[CH:27][CH:26]=[CH:25][N:24]=3)[CH2:19][CH2:18]2)[N:4]=1.ClC1C=CC=C(C(OO)=[O:42])C=1. (5) Given the product [CH2:1]([O:3][C:4]([C:6]1[CH:7]=[C:8]2[C:12](=[C:13]([NH:15][CH:24]3[CH2:28][CH2:27][CH2:26][CH2:25]3)[CH:14]=1)[NH:11][C:10]([C:18]1[CH:23]=[CH:22][CH:21]=[CH:20][CH:19]=1)=[CH:9]2)=[O:5])[CH3:2], predict the reactants needed to synthesize it. The reactants are: [CH2:1]([O:3][C:4]([C:6]1[CH:7]=[C:8]2[C:12](=[C:13]([N+:15]([O-])=O)[CH:14]=1)[NH:11][C:10]([C:18]1[CH:23]=[CH:22][CH:21]=[CH:20][CH:19]=1)=[CH:9]2)=[O:5])[CH3:2].[C:24]1(=O)[CH2:28][CH2:27][CH2:26][CH2:25]1. (6) Given the product [Cl:1][C:2]1[C:10]2[N:9]=[C:8]3[N:11]([C:15]4[CH:20]=[CH:19][C:18]([C:33]([OH:34])([CH3:35])[CH3:32])=[CH:17][C:16]=4[Cl:22])[CH2:12][CH2:13][CH2:14][N:7]3[C:6]=2[C:5]([CH:23]([OH:26])[CH2:24][CH3:25])=[CH:4][CH:3]=1, predict the reactants needed to synthesize it. The reactants are: [Cl:1][C:2]1[C:10]2[N:9]=[C:8]3[N:11]([C:15]4[CH:20]=[CH:19][C:18](Cl)=[CH:17][C:16]=4[Cl:22])[CH2:12][CH2:13][CH2:14][N:7]3[C:6]=2[C:5]([CH:23]([OH:26])[CH2:24][CH3:25])=[CH:4][CH:3]=1.C([Li])CCC.[CH3:32][C:33]([CH3:35])=[O:34]. (7) Given the product [Cl:1][C:2]1[CH:7]=[CH:6][C:5]([C:8]2[C:9]([C:10]#[N:11])=[CH:14][N:31]=[C:29]([NH:28][C:25]3[CH:24]=[CH:23][C:22]([F:21])=[CH:27][CH:26]=3)[N:30]=2)=[CH:4][N:3]=1, predict the reactants needed to synthesize it. The reactants are: [Cl:1][C:2]1[CH:7]=[CH:6][C:5]([C:8](=O)[C:9]([C:14]#N)=[CH:10][N:11](C)C)=[CH:4][N:3]=1.[N+]([O-])([O-])=O.[F:21][C:22]1[CH:27]=[CH:26][C:25]([NH:28][C:29]([NH2:31])=[NH2+:30])=[CH:24][CH:23]=1.[OH-].[Na+]. (8) Given the product [Cl:23][C:24]1[CH:25]=[CH:26][C:27]([C@@H:30]2[C@:32]3([C:40]4[C:35](=[CH:36][CH:37]=[CH:38][CH:39]=4)[N:34]([CH2:20][C:16]4[CH:15]=[C:14]([CH:19]=[CH:18][CH:17]=4)[C:13]([NH:10][CH2:9][CH2:8][CH2:7][N:4]4[CH2:5][CH2:6][O:1][CH2:2][CH2:3]4)=[O:22])[C:33]3=[O:41])[CH2:31]2)=[CH:28][CH:29]=1, predict the reactants needed to synthesize it. The reactants are: [O:1]1[CH2:6][CH2:5][N:4]([CH2:7][CH2:8][CH2:9][NH2:10])[CH2:3][CH2:2]1.CO[C:13](=[O:22])[C:14]1[CH:19]=[CH:18][CH:17]=[C:16]([CH2:20]Br)[CH:15]=1.[Cl:23][C:24]1[CH:29]=[CH:28][C:27]([C@@H:30]2[C@:32]3([C:40]4[C:35](=[CH:36][CH:37]=[CH:38][CH:39]=4)[NH:34][C:33]3=[O:41])[CH2:31]2)=[CH:26][CH:25]=1. (9) Given the product [CH:1]([C:4]1[C:5]([O:24][CH2:25][CH2:26][CH2:27][CH2:28][CH2:29][CH2:30][CH3:31])=[C:6]([C:13]([CH3:23])=[CH:14][CH:15]=[CH:16][C:17]([CH3:22])=[CH:18][C:19]([OH:21])=[O:20])[CH:7]=[C:8]([CH:10]([CH3:12])[CH3:11])[CH:9]=1)([CH3:3])[CH3:2], predict the reactants needed to synthesize it. The reactants are: [CH:1]([C:4]1[C:5]([O:24][CH2:25][CH2:26][CH2:27][CH2:28][CH2:29][CH2:30][CH3:31])=[C:6]([C:13]([CH3:23])=[CH:14][CH:15]=[CH:16][C:17]([CH3:22])=[CH:18][C:19]([O-:21])=[O:20])[CH:7]=[C:8]([CH:10]([CH3:12])[CH3:11])[CH:9]=1)([CH3:3])[CH3:2].[OH-].[Na+].Cl. (10) Given the product [CH3:1][C:2]([O:4][CH:5]1[CH2:6][O:7][C:8](/[C:10]/1=[CH:11]\[CH2:12][CH:13]1[C:19]2([CH3:31])[CH2:20][CH2:21][CH:22]([OH:27])[C:23]([CH2:24][OH:25])([CH3:30])[CH:18]2[CH2:17][CH2:16][C:14]1=[CH2:15])=[O:9])=[O:3], predict the reactants needed to synthesize it. The reactants are: [CH3:1][C:2]([O:4][C@@H:5]1[CH2:6][O:7][C:8](/[C:10]/1=[CH:11]/[CH2:12][C@H:13]1[C@:19]2([CH3:31])[CH2:20][CH2:21][C@H:22]3[O:27]C(C)(C)[O:25][CH2:24][C@@:23]3([CH3:30])[C@H:18]2[CH2:17][CH2:16][C:14]1=[CH2:15])=[O:9])=[O:3].C(O)(=O)C.